This data is from NCI-60 drug combinations with 297,098 pairs across 59 cell lines. The task is: Regression. Given two drug SMILES strings and cell line genomic features, predict the synergy score measuring deviation from expected non-interaction effect. (1) Drug 1: CCCS(=O)(=O)NC1=C(C(=C(C=C1)F)C(=O)C2=CNC3=C2C=C(C=N3)C4=CC=C(C=C4)Cl)F. Drug 2: CCC1(CC2CC(C3=C(CCN(C2)C1)C4=CC=CC=C4N3)(C5=C(C=C6C(=C5)C78CCN9C7C(C=CC9)(C(C(C8N6C=O)(C(=O)OC)O)OC(=O)C)CC)OC)C(=O)OC)O.OS(=O)(=O)O. Cell line: OVCAR-8. Synergy scores: CSS=12.3, Synergy_ZIP=8.61, Synergy_Bliss=7.19, Synergy_Loewe=-3.64, Synergy_HSA=4.42. (2) Drug 1: CC1=C(N=C(N=C1N)C(CC(=O)N)NCC(C(=O)N)N)C(=O)NC(C(C2=CN=CN2)OC3C(C(C(C(O3)CO)O)O)OC4C(C(C(C(O4)CO)O)OC(=O)N)O)C(=O)NC(C)C(C(C)C(=O)NC(C(C)O)C(=O)NCCC5=NC(=CS5)C6=NC(=CS6)C(=O)NCCC[S+](C)C)O. Drug 2: C1CNP(=O)(OC1)N(CCCl)CCCl. Cell line: UO-31. Synergy scores: CSS=16.8, Synergy_ZIP=-4.70, Synergy_Bliss=2.63, Synergy_Loewe=-13.9, Synergy_HSA=1.38. (3) Drug 1: CC(CN1CC(=O)NC(=O)C1)N2CC(=O)NC(=O)C2. Drug 2: C1=CC=C(C(=C1)C(C2=CC=C(C=C2)Cl)C(Cl)Cl)Cl. Cell line: MCF7. Synergy scores: CSS=29.1, Synergy_ZIP=-0.821, Synergy_Bliss=3.93, Synergy_Loewe=-1.99, Synergy_HSA=4.55. (4) Drug 1: CCC1=C2CN3C(=CC4=C(C3=O)COC(=O)C4(CC)O)C2=NC5=C1C=C(C=C5)O. Drug 2: CC1C(C(CC(O1)OC2CC(OC(C2O)C)OC3=CC4=CC5=C(C(=O)C(C(C5)C(C(=O)C(C(C)O)O)OC)OC6CC(C(C(O6)C)O)OC7CC(C(C(O7)C)O)OC8CC(C(C(O8)C)O)(C)O)C(=C4C(=C3C)O)O)O)O. Cell line: NCI-H322M. Synergy scores: CSS=34.4, Synergy_ZIP=-0.716, Synergy_Bliss=-2.01, Synergy_Loewe=1.10, Synergy_HSA=-1.25. (5) Synergy scores: CSS=44.6, Synergy_ZIP=-1.72, Synergy_Bliss=-0.658, Synergy_Loewe=-21.3, Synergy_HSA=1.34. Cell line: LOX IMVI. Drug 2: CC1=C(C(=O)C2=C(C1=O)N3CC4C(C3(C2COC(=O)N)OC)N4)N. Drug 1: C1CC(C1)(C(=O)O)C(=O)O.[NH2-].[NH2-].[Pt+2].